Dataset: Forward reaction prediction with 1.9M reactions from USPTO patents (1976-2016). Task: Predict the product of the given reaction. (1) Given the reactants C(O[C:4]([C:6]1([CH2:12][CH2:13]OC)[CH2:11][CH2:10][NH:9][CH2:8][CH2:7]1)=[O:5])C.[F:16][C:17]([F:30])([F:29])[O:18][C:19]1[CH:24]=[CH:23][CH:22]=[CH:21][C:20]=1[S:25](Cl)(=[O:27])=[O:26].[I:31][C:32]1[CH:38]=[CH:37][C:35]([NH2:36])=[CH:34][CH:33]=1, predict the reaction product. The product is: [I:31][C:32]1[CH:38]=[CH:37][C:35]([N:36]2[CH2:13][CH2:12][C:6]3([CH2:7][CH2:8][N:9]([S:25]([C:20]4[CH:21]=[CH:22][CH:23]=[CH:24][C:19]=4[O:18][C:17]([F:30])([F:29])[F:16])(=[O:27])=[O:26])[CH2:10][CH2:11]3)[C:4]2=[O:5])=[CH:34][CH:33]=1. (2) Given the reactants [OH:1][C:2]1[CH:3]=[C:4]([CH:7]=[CH:8][C:9]=1[OH:10])[CH:5]=[O:6].I[CH2:12][CH2:13][O:14][CH3:15].[C:16](=[O:19])([O-])[O-].[K+].[K+].[CH3:22][C:23](C)=O, predict the reaction product. The product is: [CH3:15][O:14][CH2:13][CH2:12][O:1][C:2]1[CH:3]=[C:4]([CH:7]=[CH:8][C:9]=1[O:10][CH2:22][CH2:23][O:19][CH3:16])[CH:5]=[O:6].